From a dataset of Peptide-MHC class II binding affinity with 134,281 pairs from IEDB. Regression. Given a peptide amino acid sequence and an MHC pseudo amino acid sequence, predict their binding affinity value. This is MHC class II binding data. (1) The peptide sequence is IAEILIIIMRTFRIA. The MHC is DRB1_1501 with pseudo-sequence DRB1_1501. The binding affinity (normalized) is 0.825. (2) The MHC is DRB1_0301 with pseudo-sequence DRB1_0301. The binding affinity (normalized) is 0.534. The peptide sequence is PDKPSLDISLETVAID. (3) The peptide sequence is GWIISNIFGAIPVLA. The MHC is DRB1_1302 with pseudo-sequence DRB1_1302. The binding affinity (normalized) is 0.844. (4) The peptide sequence is RDTLFSLLKYAQESN. The MHC is DRB1_0101 with pseudo-sequence DRB1_0101. The binding affinity (normalized) is 0.660. (5) The peptide sequence is VDKIDAAFKIAATAA. The MHC is DRB1_1201 with pseudo-sequence DRB1_1201. The binding affinity (normalized) is 0.334. (6) The peptide sequence is GFKAAVAAAASVP. The MHC is DRB3_0101 with pseudo-sequence DRB3_0101. The binding affinity (normalized) is 0.0620.